This data is from Experimentally validated miRNA-target interactions with 360,000+ pairs, plus equal number of negative samples. The task is: Binary Classification. Given a miRNA mature sequence and a target amino acid sequence, predict their likelihood of interaction. (1) The miRNA is hsa-miR-92a-3p with sequence UAUUGCACUUGUCCCGGCCUGU. The protein sequence of the target gene is MNENKDTDSKKSEEYEDDFEKDLEWLINENEKSDASIIEMACEKEENINQDLKENETVMEHTKRHSDPDKSLQDEVSPRRNDIISVPGIQPLDPISDSDSENSFQESKLESQKDLEEEEDEEVRRYIMEKIVQANKLLQNQEPVNDKRERKLKFKDQLVDLEVPPLEDTTTFKNYFENERNMFGKLSQLCISNDFGQEDVLLSLTNGSCEENKDRTILVERDGKFELLNLQDIASQGFLPPINNANSTENDPQQLLPRSSNSSVSGTKKEDSTAKIHAVTHSSTGEPLAYIAQPPLNRKT.... Result: 1 (interaction). (2) The miRNA is hsa-miR-338-5p with sequence AACAAUAUCCUGGUGCUGAGUG. The protein sequence of the target gene is MAYYQEPSVETSIIKFKDQDFTTLRDHCLSMGRTFKDETFPAADSSIGQKLLQEKRLSNVIWKRPQDLPGGPPHFILDDISRFDIQQGGAADCWFLAALGSLTQNPQYRQKILMVQSFSHQYAGIFRFRFWQCGQWVEVVIDDRLPVQGDKCLFVRPRHQNQEFWPCLLEKAYAKLLGSYSDLHYGFLEDALVDLTGGVITNIHLHSSPVDLVKAVKTATKAGSLITCATPSGPTDTAQAMENGLVSLHAYTVTGAEQIQYRRGWEEIISLWNPWGWGEAEWRGRWSDGSQEWEETCDPR.... Result: 0 (no interaction). (3) The miRNA is hsa-miR-4457 with sequence UCACAAGGUAUUGACUGGCGUA. The protein sequence of the target gene is MRTNRLSWILVLSVVIFLVIINTINASDDEERLMVDVFRGYNSLIQPVRNSSELPLIVKMALQLVLLINVDEKDQVMHTNVWLTLQWHDFQMKWNPVNYGEIKQIRVSPDKVWLPDIVLFNNADGNYEVSFMCNVVINHKGDMLWVPPAIYKSSCIIDVEFFPFDEQVCTLVFGSWTYNENEIKLEFVQAELVDVSEYSASSIWDVIDVPASLVNKRSRIEFQVRIRRKTLFYTVVLIIPTVLMAFLSMAVFFLPTDSGEKITLTISVLLSIVVFLLLVSKILPPTSSTIPLMAKYLLLT.... Result: 0 (no interaction). (4) The miRNA is mmu-miR-3962 with sequence AGGUAGUAGUUUGUACAUUU. The protein sequence of the target gene is MCAAQMPPLAHIFRGTFVHSTWTCPMEVLRDHLLGVSDSGKIVFLEEASQQEKLAKEWCFKPCEIRELSHHEFFMPGLVDTHIHASQYSFAGSSIDLPLLEWLTKYTFPAEHRFQNIDFAEEVYTRVVRRTLKNGTTTACYFATIHTDSSLLLADITDKFGQRAFVGKVCMDLNDTFPEYKETTEESIKETERFVSEMLQKNYSRVKPIVTPRFSLSCSETLMGELGNIAKTRDLHIQSHISENRDEVEAVKNLYPSYKNYTSVYDKNNLLTNKTVMAHGCYLSAEELNVFHERGASIAH.... Result: 0 (no interaction). (5) The miRNA is hsa-miR-3615 with sequence UCUCUCGGCUCCUCGCGGCUC. The protein sequence of the target gene is MAAAGLVAVAAAAEYSGTVASGGNLPGVHCGPSSGAGPGFGPGSWSRSLDRALEEAAVTGVLSLSGRKLREFPRGAANHDLTDTTRADLSRNRLSEIPIEACHFVSLENLNLYQNCIRYIPEAILNLQALTFLNISRNQLSTLPVHLCNLPLKVLIASNNKLVSLPEEIGHLRHLMELDVSCNEIQTIPSQIGNLEALRDLNVRRNHLVHLPEELAELPLIRLDFSCNKITTIPVCYRNLRHLQTITLDNNPLQSPPAQICIKGKVHIFKYLNIQACKIAPDLPDYDRRPLGFGSCHEEL.... Result: 1 (interaction). (6) The miRNA is hsa-miR-921 with sequence CUAGUGAGGGACAGAACCAGGAUUC. The protein sequence of the target gene is MDEQAGPGVFFSNNHPGAGGAKGLGPLAEAAAAGDGAAAAGAARAQYSLPGILHFLQHEWARFEVERAQWEVERAELQAQIAFLQGERKGQENLKKDLVRRIKMLEYALKQERAKYHKLKYGTELNQGDMKPPSYDSDEGNETEVQPQQNSQLMWKQGRQLLRQYLQEVGYTDTILDVKSKRVRALLGFSSDVTDREDDKNQDSVVNGTEAEVKETAMIAKSELTDSASVLDNFKFLESAAADFSDEDEDDDVDGREKSVIDTSTIVRKKALPDSGEDRDTKEALKEFDFLVTSEEGDNE.... Result: 0 (no interaction). (7) The miRNA is hsa-miR-219b-3p with sequence AGAAUUGCGUUUGGACAAUCAGU. Result: 1 (interaction). The protein sequence of the target gene is MSSTQFNKGPSYGLSAEVKNRLLSKYDPQKEAELRTWIEGLTGLSIGPDFQKGLKDGTILCTLMNKLQPGSVPKINRSMQNWHQLENLSNFIKAMVSYGMNPVDLFEANDLFESGNMTQVQVSLLALAGKAKTKGLQSGVDIGVKYSEKQERNFDDATMKAGQCVIGLQMGTNKCASQSGMTAYGTRRHLYDPKNHILPPMDHSTISLQMGTNKCASQVGMTAPGTRRHIYDTKLGTDKCDNSSMSLQMGYTQGANQSGQVFGLGRQIYDPKYCPQGTVADGAPSGTGDCPDPGEVPEYP.... (8) The miRNA is mmu-miR-3470a with sequence UCACUUUGUAGACCAGGCUGG. The protein sequence of the target gene is MDSEPSSGTSVSTTASSTTTTTITTSSSRMQQPQISVYSGSDRHAVQVIQQALHRPPSSAAQYLQQMYAAQQQHLMLHTAALQQQHLSSSQLQSLAAVQASLSSGRPSTSPTGSVTQQSSMSQTSILSASPAPAQLMNRSQTSSSTSGSITQQTMLLGSTSPTLTASQAQMYLRAQMLIFTPATTVAAVQSDIPVVSSSPSPSCQSAAAQVQNLTLRSQKLGVLSSSQNGSPKSAGQTQSLTICHNKTTVTSSKISQRDPSPESKKGGSPGLESRSTAVTRTSSIHQLIAPASYSPIQPH.... Result: 0 (no interaction). (9) The miRNA is hsa-miR-29c-5p with sequence UGACCGAUUUCUCCUGGUGUUC. The protein sequence of the target gene is MGDDRPFVCNAPGCGQRFTNEDHLAVHKHKHEMTLKFGPARTDSVIIADQTPTPTRFLKNCEEVGLFNELASSFEHEFKKAADEDEKKAAAGPLDMSLPSTPDIKIKEEEPVEVDSSPPDSPASSPCSPPLKEKEVTPKPVLISTPTPTIVRPGSLPLHLGYDPLHPTLPSPTSVITQAPPSNRQMGSPTGSLPLVMHLANGQTMPVLPGPPVQMPSVISLARPVSMVPNIPGIPGPPVNSSGSISPSGHPIPSEAKMRLKATLTHQVSSINGGCGMVVGTASTMVTARPEQSQILIQHP.... Result: 0 (no interaction).